This data is from Forward reaction prediction with 1.9M reactions from USPTO patents (1976-2016). The task is: Predict the product of the given reaction. (1) Given the reactants [CH3:1][O:2][CH2:3][CH2:4][N:5]1[C:9]([CH3:10])=[C:8]([CH3:11])[S:7][C:6]1=[NH:12].CCN(CC)CC.[Cl:20][C:21]1[C:22]([F:34])=[C:23]([C:27]([C:30]([F:33])([F:32])[F:31])=[CH:28][CH:29]=1)[C:24](Cl)=[O:25], predict the reaction product. The product is: [Cl:20][C:21]1[C:22]([F:34])=[C:23]([C:27]([C:30]([F:32])([F:33])[F:31])=[CH:28][CH:29]=1)[C:24]([N:12]=[C:6]1[N:5]([CH2:4][CH2:3][O:2][CH3:1])[C:9]([CH3:10])=[C:8]([CH3:11])[S:7]1)=[O:25]. (2) The product is: [Br:1][C:2]1[CH:8]=[CH:7][C:5]([NH:6][S:14]([CH3:13])(=[O:16])=[O:15])=[CH:4][C:3]=1[C:9]([F:10])([F:11])[F:12]. Given the reactants [Br:1][C:2]1[CH:8]=[CH:7][C:5]([NH2:6])=[CH:4][C:3]=1[C:9]([F:12])([F:11])[F:10].[CH3:13][S:14](Cl)(=[O:16])=[O:15], predict the reaction product.